The task is: Regression. Given two drug SMILES strings and cell line genomic features, predict the synergy score measuring deviation from expected non-interaction effect.. This data is from NCI-60 drug combinations with 297,098 pairs across 59 cell lines. (1) Drug 1: CC1=CC2C(CCC3(C2CCC3(C(=O)C)OC(=O)C)C)C4(C1=CC(=O)CC4)C. Drug 2: CC1CCC2CC(C(=CC=CC=CC(CC(C(=O)C(C(C(=CC(C(=O)CC(OC(=O)C3CCCCN3C(=O)C(=O)C1(O2)O)C(C)CC4CCC(C(C4)OC)O)C)C)O)OC)C)C)C)OC. Cell line: RXF 393. Synergy scores: CSS=9.43, Synergy_ZIP=-5.17, Synergy_Bliss=-6.88, Synergy_Loewe=-22.8, Synergy_HSA=-10.1. (2) Drug 1: C1CC(C1)(C(=O)O)C(=O)O.[NH2-].[NH2-].[Pt+2]. Drug 2: C1CC(=O)NC(=O)C1N2C(=O)C3=CC=CC=C3C2=O. Cell line: NCI-H322M. Synergy scores: CSS=-6.52, Synergy_ZIP=4.10, Synergy_Bliss=-0.847, Synergy_Loewe=-6.43, Synergy_HSA=-9.02. (3) Drug 1: CCC1(CC2CC(C3=C(CCN(C2)C1)C4=CC=CC=C4N3)(C5=C(C=C6C(=C5)C78CCN9C7C(C=CC9)(C(C(C8N6C)(C(=O)OC)O)OC(=O)C)CC)OC)C(=O)OC)O.OS(=O)(=O)O. Drug 2: CC1CCCC2(C(O2)CC(NC(=O)CC(C(C(=O)C(C1O)C)(C)C)O)C(=CC3=CSC(=N3)C)C)C. Cell line: SW-620. Synergy scores: CSS=38.9, Synergy_ZIP=3.50, Synergy_Bliss=0.432, Synergy_Loewe=-12.5, Synergy_HSA=-2.15. (4) Drug 1: CN1CCC(CC1)COC2=C(C=C3C(=C2)N=CN=C3NC4=C(C=C(C=C4)Br)F)OC. Drug 2: C1CN(CCN1C(=O)CCBr)C(=O)CCBr. Cell line: NCIH23. Synergy scores: CSS=11.6, Synergy_ZIP=-5.97, Synergy_Bliss=-3.59, Synergy_Loewe=-6.09, Synergy_HSA=-3.38. (5) Synergy scores: CSS=35.6, Synergy_ZIP=-5.67, Synergy_Bliss=2.83, Synergy_Loewe=6.51, Synergy_HSA=7.35. Drug 1: CC1CCC2CC(C(=CC=CC=CC(CC(C(=O)C(C(C(=CC(C(=O)CC(OC(=O)C3CCCCN3C(=O)C(=O)C1(O2)O)C(C)CC4CCC(C(C4)OC)O)C)C)O)OC)C)C)C)OC. Drug 2: CC1=C(C(=O)C2=C(C1=O)N3CC4C(C3(C2COC(=O)N)OC)N4)N. Cell line: MALME-3M.